Predict the reaction yield, written as a fraction of the theoretical maximum amount of product (1.0 means a 100% yield; for example, 0.34 means a 34% yield). From a dataset of Reaction yield outcomes from USPTO patents with 853,638 reactions. (1) The reactants are [O:1]1[CH2:6][CH2:5][O:4][CH2:3][C@@H:2]1[CH2:7][OH:8].N1C=CC=CC=1.[C:15]1([CH3:25])[CH:20]=[CH:19][C:18]([S:21](Cl)(=[O:23])=[O:22])=[CH:17][CH:16]=1. The catalyst is ClCCl. The product is [CH3:25][C:15]1[CH:20]=[CH:19][C:18]([S:21]([O:8][CH2:7][C@H:2]2[CH2:3][O:4][CH2:5][CH2:6][O:1]2)(=[O:23])=[O:22])=[CH:17][CH:16]=1. The yield is 0.730. (2) The reactants are [OH:1][C:2]1[CH:3]=[C:4]2[C:9](=[CH:10][CH:11]=1)[NH:8][C:7](=[O:12])[CH2:6][CH2:5]2.[CH:13]1([N:19]2[C:23]([CH2:24][CH2:25][CH2:26][CH2:27]Cl)=[N:22][N:21]=[N:20]2)[CH2:18][CH2:17][CH2:16][CH2:15][CH2:14]1.C(=O)([O-])[O-].[K+].[K+].[OH-].[Na+]. The catalyst is S([O-])([O-])=O.[Na+].[Na+].CO. The product is [CH:11]1[C:2]([O:1][CH2:27][CH2:26][CH2:25][CH2:24][C:23]2[N:19]([CH:13]3[CH2:18][CH2:17][CH2:16][CH2:15][CH2:14]3)[N:20]=[N:21][N:22]=2)=[CH:3][C:4]2[CH2:5][CH2:6][C:7]([NH:8][C:9]=2[CH:10]=1)=[O:12]. The yield is 0.895. (3) The reactants are [CH2:1]([O:3][C:4]([C:6]1[N:7]=[C:8]([N:11]2[CH2:15][CH2:14][C@H:13]([OH:16])[CH2:12]2)[S:9][CH:10]=1)=[O:5])[CH3:2].[Si:17](Cl)([C:30]([CH3:33])([CH3:32])[CH3:31])([C:24]1[CH:29]=[CH:28][CH:27]=[CH:26][CH:25]=1)[C:18]1[CH:23]=[CH:22][CH:21]=[CH:20][CH:19]=1.N1C=CN=C1.C(O)C. The catalyst is CN(C)C=O. The product is [Si:17]([O:16][C@H:13]1[CH2:14][CH2:15][N:11]([C:8]2[S:9][CH:10]=[C:6]([C:4]([O:3][CH2:1][CH3:2])=[O:5])[N:7]=2)[CH2:12]1)([C:30]([CH3:33])([CH3:32])[CH3:31])([C:24]1[CH:25]=[CH:26][CH:27]=[CH:28][CH:29]=1)[C:18]1[CH:23]=[CH:22][CH:21]=[CH:20][CH:19]=1. The yield is 0.940. (4) The yield is 0.780. The catalyst is C(Cl)(Cl)Cl. The product is [Br:14][C:7]1[C:6]([CH3:11])=[CH:5][N:4]=[C:3]([CH2:2][Cl:1])[C:8]=1[CH3:9]. The reactants are [Cl:1][CH2:2][C:3]1[C:8]([CH3:9])=[C:7](O)[C:6]([CH3:11])=[CH:5][N:4]=1.P(Br)(Br)([Br:14])=O.[OH-].[K+]. (5) The reactants are C([O:9][C@@H:10]1[C@H:14]([O:15]C(=O)C2C=CC=CC=2)[C@@H:13]([CH2:24][O:25]C(=O)C2C=CC=CC=2)[O:12][C@H:11]1[N:34]1[C:43](=[O:44])[C:42]2[NH:41][CH:40]=[N:39][C:38]=2[NH:37][C:35]1=[O:36])(=O)C1C=CC=CC=1. The catalyst is N. The product is [C@@H:11]1([N:34]2[C:43](=[O:44])[C:42]3[NH:41][CH:40]=[N:39][C:38]=3[NH:37][C:35]2=[O:36])[O:12][C@H:13]([CH2:24][OH:25])[C@@H:14]([OH:15])[C@H:10]1[OH:9]. The yield is 0.840.